From a dataset of Forward reaction prediction with 1.9M reactions from USPTO patents (1976-2016). Predict the product of the given reaction. (1) Given the reactants C([O:3][C:4]([C:6]1([CH2:30][CH2:31][NH:32][C:33]2[C:34]([CH3:50])=[N:35][C:36]([N:39]3[CH2:43][CH2:42][C@@H:41]([N:44]4[CH2:48][CH2:47][CH2:46][C@@H:45]4[CH3:49])[CH2:40]3)=[CH:37][CH:38]=2)[CH2:11][CH2:10][CH:9]([O:12][Si:13]([C:26]([CH3:29])([CH3:28])[CH3:27])([C:20]2[CH:25]=[CH:24][CH:23]=[CH:22][CH:21]=2)[C:14]2[CH:19]=[CH:18][CH:17]=[CH:16][CH:15]=2)[CH2:8][CH2:7]1)=O)C, predict the reaction product. The product is: [C:26]([Si:13]([C:14]1[CH:15]=[CH:16][CH:17]=[CH:18][CH:19]=1)([C:20]1[CH:25]=[CH:24][CH:23]=[CH:22][CH:21]=1)[O:12][CH:9]1[CH2:8][CH2:7][C:6]2([C:4](=[O:3])[N:32]([C:33]3[C:34]([CH3:50])=[N:35][C:36]([N:39]4[CH2:43][CH2:42][C@@H:41]([N:44]5[CH2:48][CH2:47][CH2:46][C@@H:45]5[CH3:49])[CH2:40]4)=[CH:37][CH:38]=3)[CH2:31][CH2:30]2)[CH2:11][CH2:10]1)([CH3:29])([CH3:28])[CH3:27].[NH3:32]. (2) Given the reactants [NH2:1][C:2]([CH2:9][C:10](=[O:12])[O-:11])([CH2:4][N+:5]([CH3:8])([CH3:7])[CH3:6])O.[N:13]([C:16]1[CH:21]=[CH:20][C:19]([C:22]2[CH:27]=[CH:26][CH:25]=[CH:24][CH:23]=2)=[CH:18][CH:17]=1)=[C:14]=[O:15], predict the reaction product. The product is: [C:10]([O-:12])(=[O:11])[CH3:9].[C:19]1([C:22]2[CH:23]=[CH:24][CH:25]=[CH:26][CH:27]=2)[CH:18]=[CH:17][C:16]([NH:13][C:14](=[O:15])[NH:1][C@H:2]([CH2:9][C:10]([OH:11])=[O:12])[CH2:4][N+:5]([CH3:8])([CH3:7])[CH3:6])=[CH:21][CH:20]=1. (3) Given the reactants [CH2:1]([Li])[CH2:2][CH2:3][CH3:4].C[N:7]([CH3:10])C=O.S(=O)(=O)(O)O.[C:16](=[O:19])([O-])O.[Na+].[O:21]1CCC[CH2:22]1, predict the reaction product. The product is: [CH3:22][O:21][C:4]1[N:7]=[C:10]([CH:16]=[O:19])[CH:1]=[CH:2][CH:3]=1. (4) Given the reactants [N:1]1([CH2:7][CH2:8][O:9][C:10]2[CH:15]=[CH:14][C:13]([NH2:16])=[CH:12][CH:11]=2)[CH2:6][CH2:5][CH2:4][CH2:3][CH2:2]1.[F:17][C:18]1[CH:26]=[CH:25][CH:24]=[C:23]2[C:19]=1[C:20](=[CH:28]O)[C:21](=[O:27])[NH:22]2, predict the reaction product. The product is: [F:17][C:18]1[CH:26]=[CH:25][CH:24]=[C:23]2[C:19]=1[C:20](=[CH:28][NH:16][C:13]1[CH:12]=[CH:11][C:10]([O:9][CH2:8][CH2:7][N:1]3[CH2:2][CH2:3][CH2:4][CH2:5][CH2:6]3)=[CH:15][CH:14]=1)[C:21](=[O:27])[NH:22]2. (5) Given the reactants [F:1][C:2]([F:25])([F:24])[C:3]1[CH:4]=[C:5]([NH:9][C:10]([N:12]2[CH2:18][CH2:17][CH2:16][CH2:15][C:14]3[CH:19]=[C:20]([OH:23])[CH:21]=[CH:22][C:13]2=3)=[O:11])[CH:6]=[CH:7][CH:8]=1.[Cl:26][C:27]1[CH:32]=[C:31](Cl)[N:30]=[CH:29][N:28]=1, predict the reaction product. The product is: [F:25][C:2]([F:24])([F:1])[C:3]1[CH:4]=[C:5]([NH:9][C:10]([N:12]2[CH2:18][CH2:17][CH2:16][CH2:15][C:14]3[CH:19]=[C:20]([O:23][C:31]4[CH:32]=[C:27]([Cl:26])[N:28]=[CH:29][N:30]=4)[CH:21]=[CH:22][C:13]2=3)=[O:11])[CH:6]=[CH:7][CH:8]=1. (6) Given the reactants [CH3:1][N:2]([CH3:36])[C:3]1[CH:4]=[C:5]([C:9](=[N:16][O:17][CH2:18][C:19]2[N:24]=[C:23]([N:25]3C(=O)C4C(=CC=CC=4)C3=O)[CH:22]=[CH:21][CH:20]=2)[C:10]2[N:14]([CH3:15])[N:13]=[N:12][N:11]=2)[CH:6]=[CH:7][CH:8]=1.O.NN, predict the reaction product. The product is: [CH3:1][N:2]([CH3:36])[C:3]1[CH:4]=[C:5]([C:9](=[N:16][O:17][CH2:18][C:19]2[N:24]=[C:23]([NH2:25])[CH:22]=[CH:21][CH:20]=2)[C:10]2[N:14]([CH3:15])[N:13]=[N:12][N:11]=2)[CH:6]=[CH:7][CH:8]=1.